This data is from Forward reaction prediction with 1.9M reactions from USPTO patents (1976-2016). The task is: Predict the product of the given reaction. (1) The product is: [NH2:22][C:23]1[CH:28]=[CH:27][CH:26]=[CH:25][C:24]=1[C:29]#[C:30][C:31]1[C:32]([O:41][CH3:42])=[CH:33][C:34]([O:39][CH3:40])=[C:35](/[CH:36]=[CH:2]/[C:1]([C:4]2[CH:9]=[CH:8][C:7]([S:10]([NH:13][CH2:14][CH2:15][CH2:16][N:17]3[CH:21]=[CH:20][N:19]=[CH:18]3)(=[O:12])=[O:11])=[CH:6][CH:5]=2)=[O:3])[CH:38]=1. Given the reactants [C:1]([C:4]1[CH:9]=[CH:8][C:7]([S:10]([NH:13][CH2:14][CH2:15][CH2:16][N:17]2[CH:21]=[CH:20][N:19]=[CH:18]2)(=[O:12])=[O:11])=[CH:6][CH:5]=1)(=[O:3])[CH3:2].[NH2:22][C:23]1[CH:28]=[CH:27][CH:26]=[CH:25][C:24]=1[C:29]#[C:30][C:31]1[C:32]([O:41][CH3:42])=[CH:33][C:34]([O:39][CH3:40])=[C:35]([CH:38]=1)[CH:36]=O.C[O-].[Li+], predict the reaction product. (2) The product is: [Cl:1][C:2]1[CH:7]=[CH:6][CH:5]=[CH:4][C:3]=1[S:8]([C@H:11]1[CH2:15][N:14]([C:34]([CH:31]2[CH2:32][CH2:33][N:30]2[CH:24]2[CH2:25][CH2:26][CH2:27][CH2:28][CH2:29]2)=[O:35])[C@H:13]([C:16]([NH:18][C:19]2([C:22]#[N:23])[CH2:21][CH2:20]2)=[O:17])[CH2:12]1)(=[O:10])=[O:9]. Given the reactants [Cl:1][C:2]1[CH:7]=[CH:6][CH:5]=[CH:4][C:3]=1[S:8]([C@H:11]1[CH2:15][NH:14][C@H:13]([C:16]([NH:18][C:19]2([C:22]#[N:23])[CH2:21][CH2:20]2)=[O:17])[CH2:12]1)(=[O:10])=[O:9].[CH:24]1([N:30]2[CH2:33][CH2:32][CH:31]2[C:34]([O-])=[O:35])[CH2:29][CH2:28][CH2:27][CH2:26][CH2:25]1.[Li+], predict the reaction product. (3) Given the reactants C[CH:2]1[C:7](=O)[CH2:6]C[N:4](C(OC(C)(C)C)=O)[CH2:3]1.Cl.[Br:17][C:18]1[CH:23]=[CH:22][C:21](ON)=[C:20]([Cl:26])[CH:19]=1.[C:27]([OH:30])(=O)[CH3:28].[C:39](O[C:39]([O:41][C:42]([CH3:45])([CH3:44])[CH3:43])=[O:40])([O:41][C:42]([CH3:45])([CH3:44])[CH3:43])=[O:40], predict the reaction product. The product is: [Br:17][C:18]1[C:23]2[O:30][C:27]3[NH:4][CH:3]([C:39]([O:41][C:42]([CH3:43])([CH3:44])[CH3:45])=[O:40])[CH2:2][CH:7]([CH3:6])[C:28]=3[C:22]=2[CH:21]=[C:20]([Cl:26])[CH:19]=1. (4) Given the reactants [Br:1][C:2]1[CH:7]=[CH:6][C:5]([OH:8])=[CH:4][CH:3]=1.[CH2:9]([CH:11]1[O:13][CH2:12]1)Cl, predict the reaction product. The product is: [Br:1][C:2]1[CH:7]=[CH:6][C:5]([O:8][CH2:9][CH:11]2[CH2:12][O:13]2)=[CH:4][CH:3]=1. (5) The product is: [CH3:1][N:2]([CH3:10])[C:3]1[CH:8]=[CH:7][CH:6]=[CH:5][C:4]=1[NH:9][C:24](=[O:25])[CH2:23][CH2:22][CH2:21][CH2:20][C:17]1[CH:18]=[CH:19][C:14]([N+:11]([O-:13])=[O:12])=[CH:15][CH:16]=1. Given the reactants [CH3:1][N:2]([CH3:10])[C:3]1[C:4]([NH2:9])=[CH:5][CH:6]=[CH:7][CH:8]=1.[N+:11]([C:14]1[CH:19]=[CH:18][C:17]([CH2:20][CH2:21][CH2:22][CH2:23][C:24](O)=[O:25])=[CH:16][CH:15]=1)([O-:13])=[O:12], predict the reaction product.